From a dataset of Full USPTO retrosynthesis dataset with 1.9M reactions from patents (1976-2016). Predict the reactants needed to synthesize the given product. (1) The reactants are: [H-].[Al+3].[Li+].[H-].[H-].[H-].[CH3:7][C:8]1[CH:16]=[CH:15][C:14]2[NH:13][C:12]3[CH2:17][CH2:18][CH2:19][NH:20][C:21](=O)[C:11]=3[C:10]=2[CH:9]=1.O1CCOC[CH2:24]1. Given the product [CH3:24][N:20]1[CH2:19][CH2:18][CH2:17][C:12]2[NH:13][C:14]3[CH:15]=[CH:16][C:8]([CH3:7])=[CH:9][C:10]=3[C:11]=2[CH2:21]1, predict the reactants needed to synthesize it. (2) The reactants are: [CH3:1][C:2]1[CH:6]=[C:5]([NH2:7])[N:4]([C:8]2[CH:13]=[CH:12][CH:11]=[CH:10][N:9]=2)[N:3]=1.[C:14](OCC)(=[O:19])[CH2:15][C:16]([CH3:18])=O.C(OCC)(=O)C. Given the product [CH3:1][C:2]1[C:6]2[C:5](=[N:7][C:14]([OH:19])=[CH:15][C:16]=2[CH3:18])[N:4]([C:8]2[CH:13]=[CH:12][CH:11]=[CH:10][N:9]=2)[N:3]=1, predict the reactants needed to synthesize it. (3) Given the product [C:1]1([CH2:7][C:8]([C:10]2[CH:17]=[CH:16][C:13]([CH2:14][N:18]3[CH2:25][CH2:19][CH:20]([C:22]([OH:24])=[O:23])[CH2:21]3)=[CH:12][CH:11]=2)=[O:9])[CH:6]=[CH:5][CH:4]=[CH:3][CH:2]=1, predict the reactants needed to synthesize it. The reactants are: [C:1]1([CH2:7][C:8]([C:10]2[CH:17]=[CH:16][C:13]([CH:14]=O)=[CH:12][CH:11]=2)=[O:9])[CH:6]=[CH:5][CH:4]=[CH:3][CH:2]=1.[NH:18]1[CH2:21][CH:20]([C:22]([OH:24])=[O:23])[CH2:19]1.[CH3:25]C(O)=O.[BH3-]C#N.[Na+]. (4) Given the product [CH3:38][O:39][C:13](=[O:15])[C@H:7]([CH2:8][CH2:9][C:10]([O:12][CH3:16])=[O:11])[NH:6][C:28]([O:27][C:24]([CH3:26])([CH3:25])[CH3:23])=[O:29], predict the reactants needed to synthesize it. The reactants are: C[Si](Cl)(C)C.[NH2:6][C@H:7]([C:13]([OH:15])=O)[CH2:8][CH2:9][C:10]([OH:12])=[O:11].[CH3:16]CN(CC)CC.[CH3:23][C:24]([O:27][C:28](O[C:28]([O:27][C:24]([CH3:26])([CH3:25])[CH3:23])=[O:29])=[O:29])([CH3:26])[CH3:25].[CH3:38][OH:39]. (5) Given the product [I:1][C:2]1[C:7]([CH2:8][CH3:9])=[C:6]([I:11])[CH:5]=[C:4]([I:12])[C:3]=1[C:13]1[CH:18]=[CH:17][C:16]([C:19]([OH:21])=[O:20])=[C:15]([N+:22]([O-:24])=[O:23])[CH:14]=1, predict the reactants needed to synthesize it. The reactants are: [I:1][C:2]1[C:7]([C:8](=O)[CH3:9])=[C:6]([I:11])[CH:5]=[C:4]([I:12])[C:3]=1[C:13]1[CH:18]=[CH:17][C:16]([C:19]([OH:21])=[O:20])=[C:15]([N+:22]([O-:24])=[O:23])[CH:14]=1.Cl. (6) The reactants are: [F:1][C:2]([F:20])([F:19])[C:3]1[CH:8]=[CH:7][C:6]([C:9]2[CH:13]=[C:12]([C:14]([O:16][CH2:17][CH3:18])=[O:15])[NH:11][N:10]=2)=[CH:5][CH:4]=1.C(=O)([O-])[O-].[K+].[K+].I[CH:28]([CH3:30])[CH3:29]. Given the product [CH:28]([N:11]1[C:12]([C:14]([O:16][CH2:17][CH3:18])=[O:15])=[CH:13][C:9]([C:6]2[CH:5]=[CH:4][C:3]([C:2]([F:1])([F:19])[F:20])=[CH:8][CH:7]=2)=[N:10]1)([CH3:30])[CH3:29], predict the reactants needed to synthesize it. (7) Given the product [CH3:1][O:2][C:3]1[C:10]([C:11]2[S:12][CH:13]=[CH:14][CH:15]=2)=[CH:9][C:6](/[CH:7]=[CH:25]/[C:24]([C:27]2[CH:28]=[CH:29][C:30]([S:33]([NH2:36])(=[O:35])=[O:34])=[CH:31][CH:32]=2)=[O:26])=[C:5]([O:16][C:17]2[CH:22]=[CH:21][CH:20]=[C:19]([CH3:23])[N:18]=2)[CH:4]=1, predict the reactants needed to synthesize it. The reactants are: [CH3:1][O:2][C:3]1[C:10]([C:11]2[S:12][CH:13]=[CH:14][CH:15]=2)=[CH:9][C:6]([CH:7]=O)=[C:5]([O:16][C:17]2[CH:22]=[CH:21][CH:20]=[C:19]([CH3:23])[N:18]=2)[CH:4]=1.[C:24]([C:27]1[CH:32]=[CH:31][C:30]([S:33]([NH2:36])(=[O:35])=[O:34])=[CH:29][CH:28]=1)(=[O:26])[CH3:25].C[O-].[Li+]. (8) Given the product [NH:1]1[C:9]2[C:4](=[CH:5][CH:6]=[CH:7][CH:8]=2)[C:3]([CH:10]=[CH:19][C:20](=[O:22])[CH3:21])=[CH:2]1, predict the reactants needed to synthesize it. The reactants are: [NH:1]1[C:9]2[C:4](=[CH:5][CH:6]=[CH:7][CH:8]=2)[C:3]([CH:10]=O)=[CH:2]1.C1(P(C2C=CC=CC=2)(C2C=CC=CC=2)=[CH:19][C:20](=[O:22])[CH3:21])C=CC=CC=1. (9) Given the product [C:23]([N:22]([C:3]1[C:4]([O:18][CH:19]([F:21])[F:20])=[CH:5][C:6]([C:8]([F:17])([C:9]([F:11])([F:10])[F:12])[C:13]([F:16])([F:14])[F:15])=[CH:7][C:2]=1[Br:1])[C:30]([C:29]1[C:28]([O:27][CH3:26])=[C:36]([N:37]([CH3:46])[C:38]([C:40]2[CH:45]=[CH:44][N:43]=[CH:42][CH:41]=2)=[O:39])[CH:35]=[CH:34][CH:33]=1)=[O:31])(=[O:25])[CH3:24], predict the reactants needed to synthesize it. The reactants are: [Br:1][C:2]1[CH:7]=[C:6]([C:8]([F:17])([C:13]([F:16])([F:15])[F:14])[C:9]([F:12])([F:11])[F:10])[CH:5]=[C:4]([O:18][CH:19]([F:21])[F:20])[C:3]=1[NH:22][C:23](=[O:25])[CH3:24].[CH3:26][O:27][C:28]1[C:36]([N:37]([CH3:46])[C:38]([C:40]2[CH:45]=[CH:44][N:43]=[CH:42][CH:41]=2)=[O:39])=[CH:35][CH:34]=[CH:33][C:29]=1[C:30](Cl)=[O:31].